From a dataset of Forward reaction prediction with 1.9M reactions from USPTO patents (1976-2016). Predict the product of the given reaction. (1) Given the reactants [CH2:1]([O:7][CH2:8][CH:9]1[CH2:14][CH2:13][CH2:12][CH2:11][CH2:10]1)[CH2:2][CH2:3][CH2:4][CH:5]=[CH2:6].Br[C:16]1[CH:21]=[CH:20][C:19]([N+:22]([O-:24])=[O:23])=[CH:18][CH:17]=1, predict the reaction product. The product is: [CH:9]1([CH2:8][O:7][CH2:1][CH2:2][CH2:3][CH2:4][CH2:5][CH2:6][C:16]2[CH:21]=[CH:20][C:19]([N+:22]([O-:24])=[O:23])=[CH:18][CH:17]=2)[CH2:10][CH2:11][CH2:12][CH2:13][CH2:14]1. (2) The product is: [OH:18][C:2]1[CH:3]=[C:4]([CH:8]=[C:9]([S:11]([F:16])([F:15])([F:14])([F:13])[F:12])[CH:10]=1)[C:5]([OH:7])=[O:6]. Given the reactants N[C:2]1[CH:3]=[C:4]([CH:8]=[C:9]([S:11]([F:16])([F:15])([F:14])([F:13])[F:12])[CH:10]=1)[C:5]([OH:7])=[O:6].N([O-])=[O:18].[Na+].N([O-])=O, predict the reaction product. (3) Given the reactants [CH3:1][OH:2].[H-].[Na+].Br[CH2:6][C:7]1[N:8]([CH3:26])[C:9](=[O:25])[C:10]2[C:15]([C:16]=1[C:17]1[CH:22]=[CH:21][CH:20]=[CH:19][CH:18]=1)=[CH:14][C:13]([O:23][CH3:24])=[CH:12][CH:11]=2, predict the reaction product. The product is: [CH3:24][O:23][C:13]1[CH:14]=[C:15]2[C:10](=[CH:11][CH:12]=1)[C:9](=[O:25])[N:8]([CH3:26])[C:7]([CH2:6][O:2][CH3:1])=[C:16]2[C:17]1[CH:22]=[CH:21][CH:20]=[CH:19][CH:18]=1. (4) Given the reactants [Br:1][C:2]1[CH:7]=[CH:6][C:5]([NH:8][C:9]2[C:10]([NH2:15])=[CH:11][CH:12]=[CH:13][CH:14]=2)=[CH:4][CH:3]=1.[N:16]#[C:17]Br, predict the reaction product. The product is: [Br:1][C:2]1[CH:7]=[CH:6][C:5]([N:8]2[C:9]3[CH:14]=[CH:13][CH:12]=[CH:11][C:10]=3[N:15]=[C:17]2[NH2:16])=[CH:4][CH:3]=1. (5) The product is: [C:1]([CH:5]1[CH2:6][CH2:7][C:8]2([O:12][N:11]=[C:10]([C:13]([N:26]3[CH2:27][CH2:28][N:23]([C:19]4[S:18][CH:22]=[CH:21][N:20]=4)[CH2:24][CH2:25]3)=[O:15])[CH2:9]2)[CH2:16][CH2:17]1)([CH3:2])([CH3:3])[CH3:4]. Given the reactants [C:1]([CH:5]1[CH2:17][CH2:16][C:8]2([O:12][N:11]=[C:10]([C:13]([OH:15])=O)[CH2:9]2)[CH2:7][CH2:6]1)([CH3:4])([CH3:3])[CH3:2].[S:18]1[CH:22]=[CH:21][N:20]=[C:19]1[N:23]1[CH2:28][CH2:27][NH:26][CH2:25][CH2:24]1.CN1CCOCC1.F[P-](F)(F)(F)(F)F.N1(OC(N(C)C)=[N+](C)C)C2C=CC=CC=2N=N1, predict the reaction product. (6) Given the reactants [Br:1][C:2]1[CH:3]=[C:4]([N:9]2C(=O)[O:12][N:11]=[C:10]2[C:15]2[C:16]([NH:20][CH2:21][CH2:22][NH:23][S:24]([NH2:27])(=[O:26])=[O:25])=[N:17][O:18][N:19]=2)[CH:5]=[CH:6][C:7]=1[F:8].FC(F)(F)C(O)=O.[OH-].[Na+].Cl, predict the reaction product. The product is: [NH2:27][S:24]([NH:23][CH2:22][CH2:21][NH:20][C:16]1[C:15]([C:10](=[N:11][OH:12])[NH:9][C:4]2[CH:5]=[CH:6][C:7]([F:8])=[C:2]([Br:1])[CH:3]=2)=[N:19][O:18][N:17]=1)(=[O:25])=[O:26]. (7) Given the reactants Br[CH:2]([CH2:7][O:8][CH3:9])[C:3]([O:5][CH3:6])=[O:4].[F:10][C:11]([F:21])([F:20])[O:12][C:13]1[CH:18]=[CH:17][C:16]([OH:19])=[CH:15][CH:14]=1.C(=O)([O-])[O-].[K+].[K+].CN(C)C=O, predict the reaction product. The product is: [CH3:9][O:8][CH2:7][CH:2]([O:19][C:16]1[CH:17]=[CH:18][C:13]([O:12][C:11]([F:10])([F:20])[F:21])=[CH:14][CH:15]=1)[C:3]([O:5][CH3:6])=[O:4].